From a dataset of Reaction yield outcomes from USPTO patents with 853,638 reactions. Predict the reaction yield, written as a fraction of the theoretical maximum amount of product (1.0 means a 100% yield; for example, 0.34 means a 34% yield). The reactants are [CH3:1][O:2]C(OC)CNC1C=CC(F)=CC=1.[CH3:15][O:16][CH:17]([O:31][CH3:32])[CH2:18][NH:19][CH2:20][C:21]1[CH:26]=[CH:25][C:24]([C:27]([F:30])([F:29])[F:28])=[CH:23][CH:22]=1.[NH2:33][C:34]1[S:35][C:36]([C:40]([NH:42][CH2:43][C:44]2[CH:45]=[N:46][CH:47]=[CH:48][CH:49]=2)=[O:41])=[C:37]([CH3:39])[N:38]=1. No catalyst specified. The product is [CH3:32][O:31][CH:17]([O:16][CH3:15])[CH2:18][N:19]([CH2:20][C:21]1[CH:26]=[CH:25][C:24]([C:27]([F:28])([F:29])[F:30])=[CH:23][CH:22]=1)[C:1](=[O:2])[NH:33][C:34]1[S:35][C:36]([C:40]([NH:42][CH2:43][C:44]2[CH:45]=[N:46][CH:47]=[CH:48][CH:49]=2)=[O:41])=[C:37]([CH3:39])[N:38]=1. The yield is 0.520.